From a dataset of Reaction yield outcomes from USPTO patents with 853,638 reactions. Predict the reaction yield, written as a fraction of the theoretical maximum amount of product (1.0 means a 100% yield; for example, 0.34 means a 34% yield). (1) The reactants are CC(C)([O-])C.[K+].[Br:7][C:8]1[CH:9]=[CH:10][C:11](Cl)=[N:12][CH:13]=1.[CH2:15]([OH:18])[CH2:16][CH3:17].O. The catalyst is C1COCC1.CCOC(C)=O. The product is [Br:7][C:8]1[CH:9]=[CH:10][C:11]([O:18][CH2:15][CH2:16][CH3:17])=[N:12][CH:13]=1. The yield is 0.970. (2) The reactants are [Cl:1][C:2]1[CH:3]=[C:4]([C:8]2[N:13]=[C:12]3[CH2:14][CH2:15][CH2:16][C:11]3=[C:10]([NH:17][C:18]3[CH:23]=[CH:22][C:21]([NH:24][CH3:25])=[CH:20][CH:19]=3)[CH:9]=2)[CH:5]=[CH:6][CH:7]=1.[C:26]([OH:29])(=O)C.[O-]C#[N:32].[Na+]. The catalyst is O1CCCC1.O.C(=O)(O)[O-].[Na+]. The product is [Cl:1][C:2]1[CH:3]=[C:4]([C:8]2[N:13]=[C:12]3[CH2:14][CH2:15][CH2:16][C:11]3=[C:10]([NH:17][C:18]3[CH:19]=[CH:20][C:21]([N:24]([CH3:25])[C:26]([NH2:32])=[O:29])=[CH:22][CH:23]=3)[CH:9]=2)[CH:5]=[CH:6][CH:7]=1. The yield is 0.800.